From a dataset of Peptide-MHC class II binding affinity with 134,281 pairs from IEDB. Regression. Given a peptide amino acid sequence and an MHC pseudo amino acid sequence, predict their binding affinity value. This is MHC class II binding data. The peptide sequence is DTLTILLKATLLAVS. The MHC is DRB1_0802 with pseudo-sequence DRB1_0802. The binding affinity (normalized) is 0.603.